Task: Predict the reactants needed to synthesize the given product.. Dataset: Full USPTO retrosynthesis dataset with 1.9M reactions from patents (1976-2016) (1) The reactants are: C(OC(=O)C[C@@H](N1C=[CH:28][C:27]([C:30]2[CH:35]=[CH:34][C:33]([C:36]3[CH:41]=[CH:40][CH:39]=[CH:38][CH:37]=3)=[CH:32][CH:31]=2)=[CH:26]1)C(N[C@@H](CC1C=CC=CC=1)CO)=O)C1C=CC=CC=1.[CH2:43]([O:50][C:51](=[O:72])[CH2:52][C@@H:53]([NH:64][C:65](OC(C)(C)C)=O)[C:54]([NH:56][C@@H:57]1[CH2:62][CH2:61][CH2:60][CH2:59][C@H:58]1[OH:63])=[O:55])[C:44]1[CH:49]=[CH:48][CH:47]=[CH:46][CH:45]=1.C1(C2C=CC=CC=2)C=CC(C2CC(OC)OC2OC)=CC=1. Given the product [CH2:43]([O:50][C:51](=[O:72])[CH2:52][C@@H:53]([N:64]1[CH:65]=[CH:26][C:27]([C:30]2[CH:35]=[CH:34][C:33]([C:36]3[CH:41]=[CH:40][CH:39]=[CH:38][CH:37]=3)=[CH:32][CH:31]=2)=[CH:28]1)[C:54]([NH:56][C@@H:57]1[CH2:62][CH2:61][CH2:60][CH2:59][C@H:58]1[OH:63])=[O:55])[C:44]1[CH:45]=[CH:46][CH:47]=[CH:48][CH:49]=1, predict the reactants needed to synthesize it. (2) Given the product [NH2:50][C:51]1[N:56]=[C:55]([N:57]2[CH2:58][CH2:59][C:60]3([CH2:64][NH:63][C@H:62]([C:65]([O:67][CH:5]([CH3:6])[CH3:4])=[O:66])[CH2:61]3)[CH2:68][CH2:69]2)[CH:54]=[C:53]([O:70][C@H:71]([C:76]2[CH:81]=[CH:80][C:79]([Cl:82])=[CH:78][C:77]=2[C:83]2[CH:88]=[CH:87][CH:86]=[CH:85][CH:84]=2)[C:72]([F:75])([F:74])[F:73])[N:52]=1, predict the reactants needed to synthesize it. The reactants are: NC1N=[C:6](N2CCC3(CN[C@H](C(OC(C)C)=O)C3)CC2)[CH:5]=[C:4](O[C@H](C2C=CC(C3C=CC(C)=C(C)C=3)=CC=2N2C=CC(C)=N2)C(F)(F)F)N=1.[NH2:50][C:51]1[N:56]=[C:55]([N:57]2[CH2:69][CH2:68][C:60]3([CH2:64][NH:63][C@H:62]([C:65]([OH:67])=[O:66])[CH2:61]3)[CH2:59][CH2:58]2)[CH:54]=[C:53]([O:70][C@H:71]([C:76]2[CH:81]=[CH:80][C:79]([Cl:82])=[CH:78][C:77]=2[C:83]2[CH:88]=[CH:87][CH:86]=[CH:85][CH:84]=2)[C:72]([F:75])([F:74])[F:73])[N:52]=1. (3) Given the product [CH2:1]([N:3]1[C:11]2[C:10](=[O:12])[CH2:9][C:8]([CH3:13])([CH3:14])[CH2:7][C:6]=2[C:5]([CH:15]=[O:16])=[N:4]1)[CH3:2], predict the reactants needed to synthesize it. The reactants are: [CH2:1]([N:3]1[C:11]2[C:10](=[O:12])[CH2:9][C:8]([CH3:14])([CH3:13])[CH2:7][C:6]=2[C:5]([CH2:15][OH:16])=[N:4]1)[CH3:2].C1C=C[NH+]=CC=1.[O-][Cr](Cl)(=O)=O.C([O-])(O)=O.[Na+]. (4) Given the product [F:23][C:2]([F:22])([F:1])[C:3]1[CH:4]=[C:5]([C:9]2[C:17]3[C:12](=[CH:13][C:14]([C:18]([O:20][CH3:21])=[O:19])=[CH:15][CH:16]=3)[N:11]([CH3:26])[CH:10]=2)[CH:6]=[CH:7][CH:8]=1, predict the reactants needed to synthesize it. The reactants are: [F:1][C:2]([F:23])([F:22])[C:3]1[CH:4]=[C:5]([C:9]2[C:17]3[C:12](=[CH:13][C:14]([C:18]([O:20][CH3:21])=[O:19])=[CH:15][CH:16]=3)[NH:11][CH:10]=2)[CH:6]=[CH:7][CH:8]=1.[H-].[Na+].[CH3:26]I. (5) Given the product [CH3:1][O:2][CH2:3][CH2:4][C:5]1[N:6]=[C:7]([NH2:39])[C:8]2[NH:13][N:12]=[C:11]([CH2:14][CH2:15][CH2:16][CH2:17][CH2:18][CH2:19][N:20]3[CH2:25][CH2:24][CH2:23][CH2:22][CH2:21]3)[C:9]=2[N:10]=1, predict the reactants needed to synthesize it. The reactants are: [CH3:1][O:2][CH2:3][CH2:4][C:5]1[NH:6][C:7](=O)[C:8]2[NH:13][N:12]=[C:11]([CH2:14][CH2:15][CH2:16][CH2:17][CH2:18][CH2:19][N:20]3[CH2:25][CH2:24][CH2:23][CH2:22][CH2:21]3)[C:9]=2[N:10]=1.P(Cl)(Cl)(Cl)=O.C1(C)C=CC=CC=1.[NH3:39]. (6) Given the product [Br:1][C:2]1[CH:3]=[CH:4][C:5]2[C:6]([N:7]=1)=[N:8][C:10]([OH:16])=[C:11]([OH:12])[N:9]=2, predict the reactants needed to synthesize it. The reactants are: [Br:1][C:2]1[N:7]=[C:6]([NH2:8])[C:5]([NH2:9])=[CH:4][CH:3]=1.[C:10](OCC)(=[O:16])[C:11](OCC)=[O:12].